This data is from Full USPTO retrosynthesis dataset with 1.9M reactions from patents (1976-2016). The task is: Predict the reactants needed to synthesize the given product. (1) Given the product [C:27]([C:2]1[N:6]2[CH:7]=[C:8]([C:13]3[CH:18]=[CH:17][C:16]([C:19]([F:22])([F:21])[F:20])=[CH:15][CH:14]=3)[CH:9]=[C:10]([C:11]#[N:12])[C:5]2=[N:4][CH:3]=1)#[CH:28], predict the reactants needed to synthesize it. The reactants are: I[C:2]1[N:6]2[CH:7]=[C:8]([C:13]3[CH:18]=[CH:17][C:16]([C:19]([F:22])([F:21])[F:20])=[CH:15][CH:14]=3)[CH:9]=[C:10]([C:11]#[N:12])[C:5]2=[N:4][CH:3]=1.C[Si]([C:27]#[CH:28])(C)C. (2) Given the product [Cl:1][C:2]1[CH:7]=[CH:6][C:5]([S:8]([N:11]2[CH:16]3[CH2:17][CH2:18][CH2:19][CH:12]2[C:13]2[CH:21]=[N:23][C:24]4[N:25]([C:14]=2[CH2:15]3)[N:26]=[C:27]([S:29][CH3:30])[N:28]=4)(=[O:10])=[O:9])=[CH:4][CH:3]=1, predict the reactants needed to synthesize it. The reactants are: [Cl:1][C:2]1[CH:7]=[CH:6][C:5]([S:8]([N:11]2[CH:16]3[CH2:17][CH2:18][CH2:19][CH:12]2[C:13](=[CH:21]O)[C:14](=O)[CH2:15]3)(=[O:10])=[O:9])=[CH:4][CH:3]=1.[NH2:23][C:24]1[N:28]=[C:27]([S:29][CH3:30])[NH:26][N:25]=1. (3) Given the product [Br:9][C:10]1[CH:11]=[N:1][C:2]2[N:6]([N:5]=[C:4]([CH2:7][OH:8])[N:3]=2)[CH:13]=1, predict the reactants needed to synthesize it. The reactants are: [NH2:1][C:2]1[NH:6][N:5]=[C:4]([CH2:7][OH:8])[N:3]=1.[Br:9][CH:10]([CH:13]=O)[CH:11]=O. (4) Given the product [C:1]([O:5][C:6]([N:8]1[CH2:9][CH2:10][CH:11]([CH2:14][C:15]([NH:33][CH:25]([C:22]2[CH:23]=[CH:24][C:19]([F:18])=[CH:20][CH:21]=2)[C:26]2[CH:27]=[CH:28][C:29]([F:32])=[CH:30][CH:31]=2)=[O:17])[CH2:12][CH2:13]1)=[O:7])([CH3:2])([CH3:3])[CH3:4], predict the reactants needed to synthesize it. The reactants are: [C:1]([O:5][C:6]([N:8]1[CH2:13][CH2:12][CH:11]([CH2:14][C:15]([OH:17])=O)[CH2:10][CH2:9]1)=[O:7])([CH3:4])([CH3:3])[CH3:2].[F:18][C:19]1[CH:24]=[CH:23][C:22]([CH:25]([NH2:33])[C:26]2[CH:31]=[CH:30][C:29]([F:32])=[CH:28][CH:27]=2)=[CH:21][CH:20]=1.C(Cl)CCl. (5) Given the product [CH3:20][Si:2]([CH3:1])([CH3:21])[CH2:3][CH2:4][O:5][C:6](=[O:19])[NH:7][C:8]1[CH:9]=[C:10]([CH3:18])[C:11]([Br:17])=[C:12]([NH2:14])[CH:13]=1, predict the reactants needed to synthesize it. The reactants are: [CH3:1][Si:2]([CH3:21])([CH3:20])[CH2:3][CH2:4][O:5][C:6](=[O:19])[NH:7][C:8]1[CH:13]=[C:12]([N+:14]([O-])=O)[C:11]([Br:17])=[C:10]([CH3:18])[CH:9]=1.[NH4+].[Cl-].